From a dataset of Catalyst prediction with 721,799 reactions and 888 catalyst types from USPTO. Predict which catalyst facilitates the given reaction. (1) The catalyst class is: 5. Product: [ClH:34].[CH3:1][S:2]([O:5][C:6]1[C:14]([O:15][CH3:16])=[CH:13][C:12]([C:17]2[NH:18][C:19]3[C:24]([CH:25]=2)=[CH:23][CH:22]=[CH:21][CH:20]=3)=[C:11]2[C:7]=1[CH2:8][NH:9][C:10]2=[O:33])(=[O:3])=[O:4]. Reactant: [CH3:1][S:2]([O:5][C:6]1[C:14]([O:15][CH3:16])=[CH:13][C:12]([C:17]2[N:18](C(OC(C)(C)C)=O)[C:19]3[C:24]([CH:25]=2)=[CH:23][CH:22]=[CH:21][CH:20]=3)=[C:11]2[C:7]=1[CH2:8][NH:9][C:10]2=[O:33])(=[O:4])=[O:3].[ClH:34].CO. (2) Reactant: BrN1C(=O)CCC1=O.[Cl:9][C:10]1[N:18]=[C:17]2[C:13]([N:14]=[CH:15][N:16]2[CH2:19][O:20][CH2:21][CH2:22][Si:23]([CH3:26])([CH3:25])[CH3:24])=[C:12](/[CH:27]=[CH:28]/OCC)[N:11]=1.O1CCOCC1.[NH2:38][C:39]1[C:44]([CH3:45])=[CH:43][CH:42]=[CH:41][N:40]=1. Product: [Cl:9][C:10]1[N:18]=[C:17]2[C:13]([N:14]=[CH:15][N:16]2[CH2:19][O:20][CH2:21][CH2:22][Si:23]([CH3:24])([CH3:25])[CH3:26])=[C:12]([C:27]2[N:40]3[CH:41]=[CH:42][CH:43]=[C:44]([CH3:45])[C:39]3=[N:38][CH:28]=2)[N:11]=1. The catalyst class is: 84.